Predict the reactants needed to synthesize the given product. From a dataset of Full USPTO retrosynthesis dataset with 1.9M reactions from patents (1976-2016). (1) Given the product [CH3:19][C:17]1[N:18]=[C:14]([C:7]2[CH:8]=[CH:9][C:4]([N+:1]([O-:3])=[O:2])=[CH:5][CH:6]=2)[S:15][C:16]=1[C:20]([O:22][CH2:23][CH3:24])=[O:21], predict the reactants needed to synthesize it. The reactants are: [N+:1]([C:4]1[CH:9]=[CH:8][C:7](B(O)O)=[CH:6][CH:5]=1)([O-:3])=[O:2].Br[C:14]1[S:15][C:16]([C:20]([O:22][CH2:23][CH3:24])=[O:21])=[C:17]([CH3:19])[N:18]=1.C(=O)(O)[O-].[Na+].O. (2) Given the product [C:2]([O:5][C:6](=[O:7])[NH:8][C@@H:9]([CH:10]1[CH2:11][CH2:12][CH2:13][CH2:14][CH2:15]1)[C:16]([N:49]1[CH2:50][CH2:51][C:47](=[N:46][O:45][CH2:38][C:39]2[CH:40]=[CH:41][CH:42]=[CH:43][CH:44]=2)[CH:48]1[CH3:52])=[O:18])([CH3:1])([CH3:3])[CH3:4], predict the reactants needed to synthesize it. The reactants are: [CH3:1][C:2]([O:5][C:6]([NH:8][C@H:9]([C:16]([OH:18])=O)[CH:10]1[CH2:15][CH2:14][CH2:13][CH2:12][CH2:11]1)=[O:7])([CH3:4])[CH3:3].ON1C2C=CC=CC=2N=N1.C(N(C(C)C)CC)(C)C.[CH2:38]([O:45][N:46]=[CH:47][CH:48]1[CH2:52][CH2:51][CH2:50][NH:49]1)[C:39]1[CH:44]=[CH:43][CH:42]=[CH:41][CH:40]=1. (3) Given the product [C:27]1([CH:23]([C:17]2[CH:18]=[CH:19][CH:20]=[CH:21][CH:22]=2)[C:6]([N:8]2[CH2:15][C:14](=[CH2:16])[CH2:13][C@H:9]2[C:10]([NH:48][C:44]2[CH:45]=[CH:46][C:47]3[N:35]([CH2:33][CH3:34])[C:36]4[C:41]([C:42]=3[CH:43]=2)=[CH:40][CH:39]=[CH:38][CH:37]=4)=[O:12])=[O:7])[CH:28]=[CH:29][CH:30]=[CH:31][CH:32]=1, predict the reactants needed to synthesize it. The reactants are: C(O[C:6]([N:8]1[CH2:15][C:14](=[CH2:16])[CH2:13][C@H:9]1[C:10]([OH:12])=O)=[O:7])(C)(C)C.[C:17]1([CH:23]([C:27]2[CH:32]=[CH:31][CH:30]=[CH:29][CH:28]=2)C(Cl)=O)[CH:22]=[CH:21][CH:20]=[CH:19][CH:18]=1.[CH2:33]([N:35]1[C:47]2[CH:46]=[CH:45][C:44]([NH2:48])=[CH:43][C:42]=2[C:41]2[C:36]1=[CH:37][CH:38]=[CH:39][CH:40]=2)[CH3:34]. (4) Given the product [C:4]([C:6]1[CH:11]=[CH:10][C:9]([CH:12]2[CH2:17][CH2:16][N:15]([C:18]([C:20]3[CH:21]=[CH:22][C:23]([CH3:32])=[C:24]([NH:26][S:27]([CH2:30][CH2:31][O:35][CH3:34])(=[O:29])=[O:28])[CH:25]=3)=[O:19])[CH2:14][CH2:13]2)=[CH:8][CH:7]=1)#[N:5], predict the reactants needed to synthesize it. The reactants are: C[O-].[Na+].[C:4]([C:6]1[CH:11]=[CH:10][C:9]([CH:12]2[CH2:17][CH2:16][N:15]([C:18]([C:20]3[CH:21]=[CH:22][C:23]([CH3:32])=[C:24]([NH:26][S:27]([CH:30]=[CH2:31])(=[O:29])=[O:28])[CH:25]=3)=[O:19])[CH2:14][CH2:13]2)=[CH:8][CH:7]=1)#[N:5].C[CH2:34][O:35]C(C)=O.C(O)(=O)CC(CC(O)=O)(C(O)=O)O. (5) Given the product [Br:1][C:2]1[CH:7]=[CH:6][C:5]([C:8]([C:10]2[CH:15]=[CH:14][C:13]([CH2:37][CH2:20][CH2:21][CH3:22])=[CH:12][CH:11]=2)=[CH2:9])=[CH:4][CH:3]=1, predict the reactants needed to synthesize it. The reactants are: [Br:1][C:2]1[CH:7]=[CH:6][C:5]([C:8]([C:10]2[CH:15]=[CH:14][C:13](N(C)C)=[CH:12][CH:11]=2)=[CH2:9])=[CH:4][CH:3]=1.Br[C:20]1[CH:37]=CC(C([C:20]2[CH:37]=CC(CCCC)=[CH:22][CH:21]=2)=O)=[CH:22][CH:21]=1.C[Mg]Br. (6) Given the product [OH:41][CH:38]1[CH2:39][CH2:40][CH:35]([O:1][C:2]2[CH:3]=[CH:4][C:5]([N:8]3[C:13](=[O:14])[C:12]([CH2:15][C:16]4[CH:21]=[CH:20][C:19]([C:22]5[CH:27]=[CH:26][CH:25]=[CH:24][C:23]=5[C:28]5[NH:63][C:64](=[O:65])[O:66][N:29]=5)=[CH:18][CH:17]=4)=[C:11]([CH2:30][CH2:31][CH3:32])[N:10]=[C:9]3[CH3:33])=[CH:6][CH:7]=2)[CH2:36][CH:37]1[CH3:42], predict the reactants needed to synthesize it. The reactants are: [OH:1][C:2]1[CH:7]=[CH:6][C:5]([N:8]2[C:13](=[O:14])[C:12]([CH2:15][C:16]3[CH:21]=[CH:20][C:19]([C:22]4[C:23]([C:28]#[N:29])=[CH:24][CH:25]=[CH:26][CH:27]=4)=[CH:18][CH:17]=3)=[C:11]([CH2:30][CH2:31][CH3:32])[N:10]=[C:9]2[CH3:33])=[CH:4][CH:3]=1.O[CH:35]1[CH2:40][CH2:39][C:38](=[O:41])[CH:37]([CH3:42])[CH2:36]1.C1(P(C2C=CC=CC=2)C2C=CC=CC=2)C=CC=CC=1.[N:63]([C:64]([O:66]C(C)C)=[O:65])=[N:63][C:64]([O:66]C(C)C)=[O:65]. (7) Given the product [CH3:1][O:2][C:3]1[CH:4]=[C:5]2[C:10](=[CH:11][C:12]=1[O:13][CH3:14])[N:9]=[CH:8][CH:7]=[C:6]2[O:15][C:16]1[C:22]([CH3:23])=[CH:21][C:19]([NH:20][C:40](=[O:42])[O:57][CH:55]([C:54]2[CH:58]=[CH:59][CH:60]=[C:52]([Br:51])[CH:53]=2)[CH3:56])=[C:18]([CH3:24])[CH:17]=1, predict the reactants needed to synthesize it. The reactants are: [CH3:1][O:2][C:3]1[CH:4]=[C:5]2[C:10](=[CH:11][C:12]=1[O:13][CH3:14])[N:9]=[CH:8][CH:7]=[C:6]2[O:15][C:16]1[C:22]([CH3:23])=[CH:21][C:19]([NH2:20])=[C:18]([CH3:24])[CH:17]=1.C1(C)C=CC=CC=1.C(N(CC)CC)C.Cl[C:40](Cl)([O:42]C(=O)OC(Cl)(Cl)Cl)Cl.[Br:51][C:52]1[CH:53]=[C:54]([CH:58]=[CH:59][CH:60]=1)[CH:55]([OH:57])[CH3:56]. (8) Given the product [C:4]([C:3]1[CH:6]=[C:7]([O:18][CH3:19])[C:8]([O:10][CH2:11][C:12]2[CH:13]=[CH:14][CH:15]=[CH:16][CH:17]=2)=[CH:9][C:2]=1[N:1]=[CH:20][N:21]([CH3:23])[CH3:22])#[N:5], predict the reactants needed to synthesize it. The reactants are: [NH2:1][C:2]1[CH:9]=[C:8]([O:10][CH2:11][C:12]2[CH:17]=[CH:16][CH:15]=[CH:14][CH:13]=2)[C:7]([O:18][CH3:19])=[CH:6][C:3]=1[C:4]#[N:5].[CH3:20][N:21]([CH:23](OC)OC)[CH3:22]. (9) Given the product [CH2:25]([N:24]([CH2:22][CH3:23])[C:17]([CH:12]1[C:11]2[C:10]3[C:5](=[CH:6][CH:7]=[CH:8][C:9]=3[O:20][CH3:21])[N:4]([CH2:3][CH2:2][F:1])[C:16]=2[CH2:15][CH2:14][CH2:13]1)=[O:18])[C:26]1[CH:31]=[CH:30][CH:29]=[CH:28][CH:27]=1, predict the reactants needed to synthesize it. The reactants are: [F:1][CH2:2][CH2:3][N:4]1[C:16]2[CH2:15][CH2:14][CH2:13][CH:12]([C:17](Cl)=[O:18])[C:11]=2[C:10]2[C:5]1=[CH:6][CH:7]=[CH:8][C:9]=2[O:20][CH3:21].[CH2:22]([NH:24][CH2:25][C:26]1[CH:31]=[CH:30][CH:29]=[CH:28][CH:27]=1)[CH3:23].Cl.C(Cl)Cl.O.C(Cl)Cl. (10) Given the product [ClH:48].[NH2:24][C:25]1[CH2:30][O:29][CH2:28][C@:27]([C:32]2[CH:33]=[C:34]([NH:39][C:40]([C:42]3[C:47]([Cl:48])=[CH:46][C:45]([C:49]#[N:50])=[CH:44][N:43]=3)=[O:41])[CH:35]=[CH:36][C:37]=2[F:38])([CH3:31])[N:26]=1, predict the reactants needed to synthesize it. The reactants are: COC1C=CC(C([NH:24][C:25]2[CH2:30][O:29][CH2:28][C@:27]([C:32]3[CH:33]=[C:34]([NH:39][C:40]([C:42]4[C:47]([Cl:48])=[CH:46][C:45]([C:49]#[N:50])=[CH:44][N:43]=4)=[O:41])[CH:35]=[CH:36][C:37]=3[F:38])([CH3:31])[N:26]=2)(C2C=CC(OC)=CC=2)C2C=CC=CC=2)=CC=1.FC(F)(F)C(O)=O.C(=O)([O-])[O-].[Na+].[Na+].